From a dataset of Catalyst prediction with 721,799 reactions and 888 catalyst types from USPTO. Predict which catalyst facilitates the given reaction. (1) Reactant: Cl[C:2]1[N:3]=[CH:4][C:5]2[N:10]=[N:9][N:8]([C:11]3[CH:16]=[CH:15][C:14]([F:17])=[CH:13][CH:12]=3)[C:6]=2[N:7]=1.[O:18]1[CH2:23][CH2:22][CH:21]([N:24]2[CH:28]=[C:27]([NH2:29])[CH:26]=[N:25]2)[CH2:20][CH2:19]1. Product: [F:17][C:14]1[CH:15]=[CH:16][C:11]([N:8]2[C:6]3[N:7]=[C:2]([NH:29][C:27]4[CH:26]=[N:25][N:24]([CH:21]5[CH2:22][CH2:23][O:18][CH2:19][CH2:20]5)[CH:28]=4)[N:3]=[CH:4][C:5]=3[N:10]=[N:9]2)=[CH:12][CH:13]=1. The catalyst class is: 141. (2) Reactant: [CH3:1][O:2][C:3]([C:5]1[NH:6][CH:7]=[CH:8][C:9]=1[CH3:10])=[O:4].[H-].[Na+].[N+:13](C1C=C([N+]([O-])=O)C=CC=1ON)([O-])=O. Product: [CH3:1][O:2][C:3]([C:5]1[N:6]([NH2:13])[CH:7]=[CH:8][C:9]=1[CH3:10])=[O:4]. The catalyst class is: 3. (3) Reactant: [CH3:1][O:2][C:3]1[CH:8]=[CH:7][C:6]([O:9][CH3:10])=[CH:5][C:4]=1[NH:11][C:12]1[C:13]2[CH2:22][CH2:21][CH2:20][C:14]=2[N:15]=[C:16](SC)[N:17]=1.[H][H]. Product: [CH3:1][O:2][C:3]1[CH:8]=[CH:7][C:6]([O:9][CH3:10])=[CH:5][C:4]=1[NH:11][C:12]1[C:13]2[CH2:22][CH2:21][CH2:20][C:14]=2[N:15]=[CH:16][N:17]=1. The catalyst class is: 181. (4) Reactant: C[Si]([C:5]#[C:6][C:7]1[C:8]([NH2:14])=[N:9][C:10]([NH2:13])=[CH:11][CH:12]=1)(C)C.[F-].C([N+](CCCC)(CCCC)CCCC)CCC.O. Product: [C:6]([C:7]1[C:8]([NH2:14])=[N:9][C:10]([NH2:13])=[CH:11][CH:12]=1)#[CH:5]. The catalyst class is: 7. (5) Reactant: [CH2:1]([C:3]1[CH:4]=[C:5]([C:11]2[S:15][C:14]([C:16]3[S:20][C:19]([CH:21]=O)=[C:18]([CH3:23])[CH:17]=3)=[N:13][N:12]=2)[CH:6]=[C:7]([CH3:10])[C:8]=1[OH:9])[CH3:2].[CH3:24][NH:25][CH3:26]. Product: [CH3:24][N:25]([CH2:21][C:19]1[S:20][C:16]([C:14]2[S:15][C:11]([C:5]3[CH:6]=[C:7]([CH3:10])[C:8]([OH:9])=[C:3]([CH2:1][CH3:2])[CH:4]=3)=[N:12][N:13]=2)=[CH:17][C:18]=1[CH3:23])[CH3:26]. The catalyst class is: 8.